From a dataset of Catalyst prediction with 721,799 reactions and 888 catalyst types from USPTO. Predict which catalyst facilitates the given reaction. (1) Reactant: [C:1]([C:3]1[CH:19]=[CH:18][C:6]([CH2:7][N:8]([CH3:17])[CH2:9][C:10]([O:12][C:13]([CH3:16])([CH3:15])[CH3:14])=[O:11])=[C:5]([Cl:20])[CH:4]=1)#[N:2].[NH2:21][OH:22]. Product: [Cl:20][C:5]1[CH:4]=[C:3]([C:1](=[N:21][OH:22])[NH2:2])[CH:19]=[CH:18][C:6]=1[CH2:7][N:8]([CH3:17])[CH2:9][C:10]([O:12][C:13]([CH3:15])([CH3:14])[CH3:16])=[O:11]. The catalyst class is: 8. (2) Reactant: [CH2:1]([O:3][C:4](=[O:44])[CH2:5][CH2:6][CH2:7][O:8][C:9]1[CH:14]=[CH:13][CH:12]=[C:11]([CH2:15][CH2:16][CH2:17][CH2:18][CH2:19][CH2:20][O:21][C:22]2[CH:27]=[C:26](Br)[CH:25]=[C:24]([O:29][CH2:30][C:31]3[CH:36]=[CH:35][CH:34]=[CH:33][CH:32]=3)[CH:23]=2)[C:10]=1[CH2:37][CH2:38][C:39]([O:41][CH2:42][CH3:43])=[O:40])[CH3:2].[S:45]1[CH:49]=[CH:48][C:47](B(O)O)=[CH:46]1.C(=O)([O-])[O-].[Cs+].[Cs+]. Product: [CH2:1]([O:3][C:4](=[O:44])[CH2:5][CH2:6][CH2:7][O:8][C:9]1[CH:14]=[CH:13][CH:12]=[C:11]([CH2:15][CH2:16][CH2:17][CH2:18][CH2:19][CH2:20][O:21][C:22]2[CH:27]=[C:26]([C:47]3[CH:48]=[CH:49][S:45][CH:46]=3)[CH:25]=[C:24]([O:29][CH2:30][C:31]3[CH:36]=[CH:35][CH:34]=[CH:33][CH:32]=3)[CH:23]=2)[C:10]=1[CH2:37][CH2:38][C:39]([O:41][CH2:42][CH3:43])=[O:40])[CH3:2]. The catalyst class is: 140. (3) Reactant: [O:1]=[C:2]1[C:10]2[C:5](=[CH:6][CH:7]=[CH:8][CH:9]=2)[C:4](=[O:11])[N:3]1[CH2:12][C:13]1[N:18]=[C:17]([NH:19]C(=O)C(C)(C)C)[CH:16]=[CH:15][CH:14]=1. Product: [NH2:19][C:17]1[CH:16]=[CH:15][CH:14]=[C:13]([CH2:12][N:3]2[C:2](=[O:1])[C:10]3[C:5](=[CH:6][CH:7]=[CH:8][CH:9]=3)[C:4]2=[O:11])[N:18]=1. The catalyst class is: 8. (4) Reactant: [S:1]1[CH:5]=[C:4]([C:6]2[CH:16]=[CH:15][C:9]([O:10][CH2:11][CH:12]3[CH2:14][O:13]3)=[CH:8][CH:7]=2)[C:3]2[CH:17]=[CH:18][CH:19]=[CH:20][C:2]1=2.[Cl:21][C:22]1[CH:29]=[CH:28][CH:27]=[CH:26][C:23]=1[CH2:24][NH2:25]. Product: [S:1]1[CH:5]=[C:4]([C:6]2[CH:16]=[CH:15][C:9]([O:10][CH2:11][C@H:12]([OH:13])[CH2:14][NH:25][CH2:24][C:23]3[CH:26]=[CH:27][CH:28]=[CH:29][C:22]=3[Cl:21])=[CH:8][CH:7]=2)[C:3]2[CH:17]=[CH:18][CH:19]=[CH:20][C:2]1=2. The catalyst class is: 8. (5) Reactant: [Cl:1][C:2]1[CH:9]=[CH:8][C:5]([NH:6][CH3:7])=[CH:4][CH:3]=1.C([O-])([O-])=O.[Cs+].[Cs+].C1C=CC(P(C2C(C3C(P(C4C=CC=CC=4)C4C=CC=CC=4)=CC=C4C=3C=CC=C4)=C3C(C=CC=C3)=CC=2)C2C=CC=CC=2)=CC=1.Br[C:63]1[CH:64]=[CH:65][C:66]([CH:69]=[O:70])=[N:67][CH:68]=1. Product: [Cl:1][C:2]1[CH:9]=[CH:8][C:5]([N:6]([CH3:7])[C:63]2[CH:64]=[CH:65][C:66]([CH:69]=[O:70])=[N:67][CH:68]=2)=[CH:4][CH:3]=1. The catalyst class is: 222.